Task: Predict the product of the given reaction.. Dataset: Forward reaction prediction with 1.9M reactions from USPTO patents (1976-2016) (1) Given the reactants [F:1][C:2]1[CH:31]=[CH:30][CH:29]=[CH:28][C:3]=1[CH2:4][C:5]1[C:6]2[CH2:27][NH:26][CH2:25][CH2:24][C:7]=2[N:8]=[C:9]([NH:11][C:12]2[CH:17]=[CH:16][C:15]([N:18]3[CH:22]=[CH:21][N:20]=[C:19]3[CH3:23])=[CH:14][CH:13]=2)[N:10]=1.[CH2:32]=O, predict the reaction product. The product is: [F:1][C:2]1[CH:31]=[CH:30][CH:29]=[CH:28][C:3]=1[CH2:4][C:5]1[C:6]2[CH2:27][N:26]([CH3:32])[CH2:25][CH2:24][C:7]=2[N:8]=[C:9]([NH:11][C:12]2[CH:13]=[CH:14][C:15]([N:18]3[CH:22]=[CH:21][N:20]=[C:19]3[CH3:23])=[CH:16][CH:17]=2)[N:10]=1. (2) Given the reactants [CH:1]([C:4]1[N:5]=[C:6]([C:11]2[CH:16]=[CH:15][C:14]([C:17]([F:20])([F:19])[F:18])=[CH:13][CH:12]=2)[O:7][C:8]=1[CH2:9][OH:10])([CH3:3])[CH3:2].C(C1N=C(C2C=CC(C(F)(F)F)=CC=2)OC=1C=O)(C)C.CC(OI1(OC(C)=O)(OC(C)=O)OC(=O)C2C=CC=CC1=2)=O, predict the reaction product. The product is: [CH:1]([C:4]1[N:5]=[C:6]([C:11]2[CH:16]=[CH:15][C:14]([C:17]([F:19])([F:20])[F:18])=[CH:13][CH:12]=2)[O:7][C:8]=1[CH:9]=[O:10])([CH3:3])[CH3:2]. (3) Given the reactants [Cl:1][C:2]1[CH:7]=[CH:6][C:5]([NH:8][C:9](=O)[C:10]2[CH:15]=[CH:14][C:13]([C:16]3[CH:21]=[CH:20][N:19]=[C:18]([Cl:22])[N:17]=3)=[CH:12][CH:11]=2)=[CH:4][CH:3]=1.C([O:26][C:27]([C:29]1[C:30]([S:41][CH3:42])=[N:31][N:32]([C:35]2[CH:40]=[CH:39][CH:38]=[CH:37][CH:36]=2)[C:33]=1[NH2:34])=O)C, predict the reaction product. The product is: [Cl:1][C:2]1[CH:7]=[CH:6][C:5]([N:8]2[C:27](=[O:26])[C:29]3[C:30]([S:41][CH3:42])=[N:31][N:32]([C:35]4[CH:40]=[CH:39][CH:38]=[CH:37][CH:36]=4)[C:33]=3[N:34]=[C:9]2[C:10]2[CH:15]=[CH:14][C:13]([C:16]3[CH:21]=[CH:20][N:19]=[C:18]([Cl:22])[N:17]=3)=[CH:12][CH:11]=2)=[CH:4][CH:3]=1. (4) Given the reactants [CH2:1]([N:8]1[C:12]2=[N:13][C:14]([CH3:18])=[C:15](Br)[N:16]=[C:11]2[C:10]([CH3:19])=[N:9]1)[C:2]1[CH:7]=[CH:6][CH:5]=[CH:4][CH:3]=1.[CH:20]([C:23]1[N:28]=[C:27]([O:29][CH3:30])[C:26](B(O)O)=[CH:25][CH:24]=1)([CH3:22])[CH3:21], predict the reaction product. The product is: [CH2:1]([N:8]1[C:12]2=[N:13][C:14]([CH3:18])=[C:15]([C:26]3[C:27]([O:29][CH3:30])=[N:28][C:23]([CH:20]([CH3:22])[CH3:21])=[CH:24][CH:25]=3)[N:16]=[C:11]2[C:10]([CH3:19])=[N:9]1)[C:2]1[CH:7]=[CH:6][CH:5]=[CH:4][CH:3]=1.